Dataset: Catalyst prediction with 721,799 reactions and 888 catalyst types from USPTO. Task: Predict which catalyst facilitates the given reaction. (1) Reactant: [F:1][C:2]1[CH:27]=[C:26]([C:28]([O:30][CH3:31])=[O:29])[CH:25]=[CH:24][C:3]=1[O:4][C@H:5]1[CH2:9][CH2:8][N:7]([CH:10]2[CH2:15][CH2:14][N:13](C(OC(C)(C)C)=O)[CH2:12][CH2:11]2)[C:6]1=[O:23].[ClH:32].C(O)(C)C. Product: [ClH:32].[F:1][C:2]1[CH:27]=[C:26]([CH:25]=[CH:24][C:3]=1[O:4][C@H:5]1[CH2:9][CH2:8][N:7]([CH:10]2[CH2:15][CH2:14][NH:13][CH2:12][CH2:11]2)[C:6]1=[O:23])[C:28]([O:30][CH3:31])=[O:29]. The catalyst class is: 25. (2) The catalyst class is: 2. Product: [Cl:1][C:2]1[CH:3]=[C:4]([C:12]2([C:27]([F:28])([F:29])[F:30])[O:16][N:15]=[C:14]([C:17]3[CH:25]=[CH:24][C:20]([C:21]([N:55]4[CH2:56][C:57](=[O:58])[NH:52][C:53](=[O:59])[CH2:54]4)=[O:22])=[C:19]([CH3:26])[CH:18]=3)[CH2:13]2)[CH:5]=[C:6]([C:8]([F:9])([F:10])[F:11])[CH:7]=1. Reactant: [Cl:1][C:2]1[CH:3]=[C:4]([C:12]2([C:27]([F:30])([F:29])[F:28])[O:16][N:15]=[C:14]([C:17]3[CH:25]=[CH:24][C:20]([C:21](O)=[O:22])=[C:19]([CH3:26])[CH:18]=3)[CH2:13]2)[CH:5]=[C:6]([C:8]([F:11])([F:10])[F:9])[CH:7]=1.CCN=C=NCCCN(C)C.C1C=CC2N(O)N=NC=2C=1.[NH:52]1[C:57](=[O:58])[CH2:56][NH:55][CH2:54][C:53]1=[O:59]. (3) Reactant: [CH3:1][C:2]([OH:25])([CH3:24])[CH2:3][CH:4]1[CH2:9][CH2:8][N:7]([C:10]([C:12]2[NH:13][C:14]3[C:19]([CH:20]=2)=[CH:18][C:17]([N+:21]([O-])=O)=[CH:16][CH:15]=3)=[O:11])[CH2:6][CH2:5]1. Product: [NH2:21][C:17]1[CH:18]=[C:19]2[C:14](=[CH:15][CH:16]=1)[NH:13][C:12]([C:10]([N:7]1[CH2:8][CH2:9][CH:4]([CH2:3][C:2]([CH3:24])([OH:25])[CH3:1])[CH2:5][CH2:6]1)=[O:11])=[CH:20]2. The catalyst class is: 129. (4) Reactant: CCN=C=NCCCN(C)C.Cl.[F:13][C:14]1[CH:22]=[C:21]([F:23])[CH:20]=[CH:19][C:15]=1[C:16]([OH:18])=O.[NH2:24][C:25]([CH3:29])([CH3:28])[CH2:26][OH:27].C1C=CC2N(O)N=NC=2C=1. Product: [OH:27][CH2:26][C:25]([NH:24][C:16](=[O:18])[C:15]1[CH:19]=[CH:20][C:21]([F:23])=[CH:22][C:14]=1[F:13])([CH3:29])[CH3:28]. The catalyst class is: 2. (5) Reactant: [C:1]([O:7][C:8]1[C:9]([CH3:18])=[C:10]2[N:15]([CH:16]=1)[N:14]=[CH:13][NH:12][C:11]2=O)(=[O:6])[C:2]([CH3:5])([CH3:4])[CH3:3].P(Cl)(Cl)([Cl:21])=O.CCN(CCO)CC.C1(C)C=CC=CC=1. Product: [C:1]([O:7][C:8]1[C:9]([CH3:18])=[C:10]2[N:15]([CH:16]=1)[N:14]=[CH:13][N:12]=[C:11]2[Cl:21])(=[O:6])[C:2]([CH3:5])([CH3:4])[CH3:3]. The catalyst class is: 84. (6) Reactant: CC(OI1(OC(C)=O)(OC(C)=O)OC(=O)C2C=CC=CC1=2)=O.[C:23]([O:31][C@@H:32]1[CH2:40][C@@H:35]2[O:36][C:37](=[O:39])[CH2:38][C@@H:34]2[C@H:33]1[CH2:41][OH:42])(=[O:30])[C:24]1[CH:29]=[CH:28][CH:27]=[CH:26][CH:25]=1.O.O.O.O.O.S([O-])([O-])(=O)=S.[Na+].[Na+].C(=O)(O)[O-].[Na+]. The catalyst class is: 46. Product: [C:23]([O:31][C@@H:32]1[CH2:40][C@@H:35]2[O:36][C:37](=[O:39])[CH2:38][C@@H:34]2[C@H:33]1[CH:41]=[O:42])(=[O:30])[C:24]1[CH:25]=[CH:26][CH:27]=[CH:28][CH:29]=1. (7) Reactant: C([O-])([O-])=O.[K+].[K+].[F:7][C:8]([F:45])([F:44])[C:9]1[C:10]([C:35]#[C:36][Si](CC)(CC)CC)=[N:11][C:12]([NH:15][C:16]2[CH:21]=[CH:20][C:19]([CH:22]3[CH2:27][CH2:26][N:25]([C:28]([O:30][C:31]([CH3:34])([CH3:33])[CH3:32])=[O:29])[CH2:24][CH2:23]3)=[CH:18][CH:17]=2)=[N:13][CH:14]=1. Product: [C:35]([C:10]1[C:9]([C:8]([F:44])([F:7])[F:45])=[CH:14][N:13]=[C:12]([NH:15][C:16]2[CH:17]=[CH:18][C:19]([CH:22]3[CH2:27][CH2:26][N:25]([C:28]([O:30][C:31]([CH3:34])([CH3:33])[CH3:32])=[O:29])[CH2:24][CH2:23]3)=[CH:20][CH:21]=2)[N:11]=1)#[CH:36]. The catalyst class is: 24.